Dataset: Peptide-MHC class I binding affinity with 185,985 pairs from IEDB/IMGT. Task: Regression. Given a peptide amino acid sequence and an MHC pseudo amino acid sequence, predict their binding affinity value. This is MHC class I binding data. (1) The peptide sequence is IQPGQTFSV. The MHC is HLA-A02:03 with pseudo-sequence HLA-A02:03. The binding affinity (normalized) is 0.686. (2) The peptide sequence is DFRDYQSYR. The MHC is HLA-A68:01 with pseudo-sequence HLA-A68:01. The binding affinity (normalized) is 0.360. (3) The MHC is HLA-A66:01 with pseudo-sequence HLA-A66:01. The peptide sequence is RPTHKPVTL. The binding affinity (normalized) is 0.213. (4) The peptide sequence is FATPAFFLI. The MHC is HLA-C03:03 with pseudo-sequence HLA-C03:03. The binding affinity (normalized) is 1.00. (5) The peptide sequence is FQVWQRSW. The MHC is Mamu-B3901 with pseudo-sequence Mamu-B3901. The binding affinity (normalized) is 0.145. (6) The peptide sequence is KLSYGIATV. The MHC is HLA-A02:01 with pseudo-sequence HLA-A02:01. The binding affinity (normalized) is 0.960. (7) The binding affinity (normalized) is 0.0847. The MHC is HLA-B51:01 with pseudo-sequence HLA-B51:01. The peptide sequence is NTFKFGVIY. (8) The peptide sequence is RSLGLRAEK. The MHC is BoLA-T2a with pseudo-sequence BoLA-T2a. The binding affinity (normalized) is 0.431. (9) The peptide sequence is YEPEMQAQV. The MHC is HLA-A02:19 with pseudo-sequence HLA-A02:19. The binding affinity (normalized) is 0.377.